From a dataset of Full USPTO retrosynthesis dataset with 1.9M reactions from patents (1976-2016). Predict the reactants needed to synthesize the given product. (1) Given the product [CH3:11][C:8]1([CH3:12])[O:7][C@@H:6]2[C@@H:10]([C@@H:3]([C:1]#[C:2][C:29]3[CH:34]=[CH:33][CH:32]=[CH:31][C:30]=3[C:35]([F:38])([F:37])[F:36])[O:4][C@H:5]2[N:13]2[CH:21]=[N:20][C:19]3[C:14]2=[N:15][CH:16]=[N:17][C:18]=3[NH:22][CH:23]2[CH2:27][CH2:26][CH2:25][CH2:24]2)[O:9]1, predict the reactants needed to synthesize it. The reactants are: [C:1]([C@@H:3]1[C@@H:10]2[C@@H:6]([O:7][C:8]([CH3:12])([CH3:11])[O:9]2)[C@H:5]([N:13]2[CH:21]=[N:20][C:19]3[C:14]2=[N:15][CH:16]=[N:17][C:18]=3[NH:22][CH:23]2[CH2:27][CH2:26][CH2:25][CH2:24]2)[O:4]1)#[CH:2].I[C:29]1[CH:34]=[CH:33][CH:32]=[CH:31][C:30]=1[C:35]([F:38])([F:37])[F:36].C(N(CC)CC)C. (2) Given the product [C:1]1([CH:7]2[N:8]([S:14]([C:17]3[CH:18]=[CH:19][C:20]([CH3:23])=[CH:21][CH:22]=3)(=[O:16])=[O:15])[CH2:9][CH:10]3[C:11]2([CH2:12][OH:13])[CH2:24]3)[CH:2]=[CH:3][CH:4]=[CH:5][CH:6]=1, predict the reactants needed to synthesize it. The reactants are: [C:1]1([C@H:7]2[C:11]([CH2:12][OH:13])=[CH:10][CH2:9][N:8]2[S:14]([C:17]2[CH:22]=[CH:21][C:20]([CH3:23])=[CH:19][CH:18]=2)(=[O:16])=[O:15])[CH:6]=[CH:5][CH:4]=[CH:3][CH:2]=1.[CH2:24]([Zn]CC)C.II.ClCI. (3) The reactants are: C(O)(=O)C(O)=O.[CH2:7]([O:14][C:15](=[O:21])[C@H:16]([C@@H:18]([CH3:20])[OH:19])[NH2:17])[C:8]1[CH:13]=[CH:12][CH:11]=[CH:10][CH:9]=1.[C:22](O[C:22]([O:24][C:25]([CH3:28])([CH3:27])[CH3:26])=[O:23])([O:24][C:25]([CH3:28])([CH3:27])[CH3:26])=[O:23]. Given the product [CH2:7]([O:14][C:15](=[O:21])[C@H:16]([C@@H:18]([CH3:20])[OH:19])[NH:17][C:22]([O:24][C:25]([CH3:28])([CH3:27])[CH3:26])=[O:23])[C:8]1[CH:13]=[CH:12][CH:11]=[CH:10][CH:9]=1, predict the reactants needed to synthesize it. (4) Given the product [C:1]([O:5][C:6]([N:8]1[CH2:13][CH2:12][N:11]([C:14]2[CH:15]=[CH:16][C:17]([NH:20][C:31]([NH:47][C:46]3[CH:48]=[C:49]([CH3:52])[CH:50]=[CH:51][C:45]=3[O:44][CH2:42][CH3:43])=[O:33])=[CH:18][CH:19]=2)[CH2:10][CH2:9]1)=[O:7])([CH3:4])([CH3:2])[CH3:3], predict the reactants needed to synthesize it. The reactants are: [C:1]([O:5][C:6]([N:8]1[CH2:13][CH2:12][N:11]([C:14]2[CH:19]=[CH:18][C:17]([NH2:20])=[CH:16][CH:15]=2)[CH2:10][CH2:9]1)=[O:7])([CH3:4])([CH3:3])[CH3:2].C(N(C(C)C)CC)(C)C.Cl[C:31](Cl)([O:33]C(=O)OC(Cl)(Cl)Cl)Cl.[CH2:42]([O:44][C:45]1[CH:51]=[CH:50][C:49]([CH3:52])=[CH:48][C:46]=1[NH2:47])[CH3:43]. (5) Given the product [S:1]1[CH:5]=[CH:4][CH:3]=[C:2]1[CH2:6][NH:7][C:8]([C:10]1[NH:11][C:12]2[C:17]([CH:18]=1)=[CH:16][C:15]([C:21]1[CH:26]=[CH:25][CH:24]=[CH:23][CH:22]=1)=[CH:14][C:13]=2[Cl:20])=[O:9], predict the reactants needed to synthesize it. The reactants are: [S:1]1[CH:5]=[CH:4][CH:3]=[C:2]1[CH2:6][NH:7][C:8]([C:10]1[NH:11][C:12]2[C:17]([CH:18]=1)=[CH:16][C:15](Br)=[CH:14][C:13]=2[Cl:20])=[O:9].[C:21]1(B(O)O)[CH:26]=[CH:25][CH:24]=[CH:23][CH:22]=1. (6) Given the product [CH3:8][C:6]1[CH:5]=[N:4][CH:3]=[C:2]([C:10]#[C:9][Si:11]([CH3:14])([CH3:13])[CH3:12])[CH:7]=1, predict the reactants needed to synthesize it. The reactants are: Br[C:2]1[CH:3]=[N:4][CH:5]=[C:6]([CH3:8])[CH:7]=1.[C:9]([Si:11]([CH3:14])([CH3:13])[CH3:12])#[CH:10].CCN(CC)CC.